From a dataset of Full USPTO retrosynthesis dataset with 1.9M reactions from patents (1976-2016). Predict the reactants needed to synthesize the given product. (1) Given the product [CH3:40][O:39][P:38]([CH:30]([P:32]([O:33][CH3:34])([O:35][CH3:36])=[O:37])[CH2:31][N:15]1[CH2:14][CH2:13][CH2:12][C@H:11]2[CH2:10][N:9]([C:8]3[C:3]([O:2][CH3:1])=[C:4]4[C:5]([C:19](=[O:20])[C:21]([C:27]([OH:29])=[O:28])=[CH:22][N:23]4[CH:24]4[CH2:26][CH2:25]4)=[CH:6][C:7]=3[F:18])[CH2:17][C@@H:16]12)([O:41][CH3:42])=[O:43], predict the reactants needed to synthesize it. The reactants are: [CH3:1][O:2][C:3]1[C:8]([N:9]2[CH2:17][C@@H:16]3[C@@H:11]([CH2:12][CH2:13][CH2:14][NH:15]3)[CH2:10]2)=[C:7]([F:18])[CH:6]=[C:5]2[C:19]([C:21]([C:27]([OH:29])=[O:28])=[CH:22][N:23]([CH:24]3[CH2:26][CH2:25]3)[C:4]=12)=[O:20].[C:30]([P:38](=[O:43])([O:41][CH3:42])[O:39][CH3:40])([P:32](=[O:37])([O:35][CH3:36])[O:33][CH3:34])=[CH2:31]. (2) Given the product [CH:14]1([C:19]2([CH2:27][CH2:28][C:29]3[CH:34]=[C:33]([F:35])[C:32]([OH:36])=[C:31]([CH2:37][CH3:38])[CH:30]=3)[O:24][C:23](=[O:25])[C:22]([CH2:12][C:10]3[N:11]=[C:4]4[N:3]=[C:2]([CH3:1])[CH:7]=[C:6]([CH3:8])[N:5]4[N:9]=3)=[C:21]([OH:26])[CH2:20]2)[CH2:18][CH2:17][CH2:16][CH2:15]1, predict the reactants needed to synthesize it. The reactants are: [CH3:1][C:2]1[CH:7]=[C:6]([CH3:8])[N:5]2[N:9]=[C:10]([CH:12]=O)[N:11]=[C:4]2[N:3]=1.[CH:14]1([C:19]2([CH2:27][CH2:28][C:29]3[CH:34]=[C:33]([F:35])[C:32]([OH:36])=[C:31]([CH2:37][CH3:38])[CH:30]=3)[O:24][C:23](=[O:25])[CH2:22][C:21](=[O:26])[CH2:20]2)[CH2:18][CH2:17][CH2:16][CH2:15]1.